This data is from Catalyst prediction with 721,799 reactions and 888 catalyst types from USPTO. The task is: Predict which catalyst facilitates the given reaction. The catalyst class is: 255. Reactant: [NH2:1][C:2]1[CH:7]=[CH:6][C:5]([NH:8][C:9](=[O:16])[CH2:10][N:11]2[CH:15]=[CH:14][CH:13]=[N:12]2)=[CH:4][CH:3]=1.[CH3:17][C:18]1[CH:23]=[CH:22][C:21]([C:24]2[CH2:29][CH2:28][CH2:27][CH2:26][C:25]=2[C:30](O)=[O:31])=[CH:20][CH:19]=1.F[P-](F)(F)(F)(F)F.N1(O[P+](N2CCCC2)(N2CCCC2)N2CCCC2)C2C=CC=CC=2N=N1.C(N(C(C)C)CC)(C)C.Cl. Product: [CH3:17][C:18]1[CH:23]=[CH:22][C:21]([C:24]2[CH2:29][CH2:28][CH2:27][CH2:26][C:25]=2[C:30]([NH:1][C:2]2[CH:7]=[CH:6][C:5]([NH:8][C:9](=[O:16])[CH2:10][N:11]3[CH:15]=[CH:14][CH:13]=[N:12]3)=[CH:4][CH:3]=2)=[O:31])=[CH:20][CH:19]=1.